Dataset: Reaction yield outcomes from USPTO patents with 853,638 reactions. Task: Predict the reaction yield, written as a fraction of the theoretical maximum amount of product (1.0 means a 100% yield; for example, 0.34 means a 34% yield). (1) The reactants are [NH2:1][C:2]([C:7]1[CH:12]=[CH:11][CH:10]=[CH:9][CH:8]=1)([CH3:6])[C:3]([OH:5])=[O:4].[OH-].[Na+].Cl[C:16]([O:18][CH3:19])=[O:17]. The catalyst is C1COCC1.Cl. The product is [CH3:19][O:18][C:16]([NH:1][C:2]([C:7]1[CH:12]=[CH:11][CH:10]=[CH:9][CH:8]=1)([CH3:6])[C:3]([OH:5])=[O:4])=[O:17]. The yield is 0.490. (2) The reactants are [F:1][C:2]1[CH:17]=[CH:16][C:5]2[C:6]3[N:7]([C:11](I)=[C:12]([I:14])[N:13]=3)[CH2:8][CH2:9][O:10][C:4]=2[CH:3]=1.O1CCCC1.C[Mg]Br. The catalyst is CCOCC.[Cl-].[NH4+]. The product is [F:1][C:2]1[CH:17]=[CH:16][C:5]2[C:6]3[N:7]([CH:11]=[C:12]([I:14])[N:13]=3)[CH2:8][CH2:9][O:10][C:4]=2[CH:3]=1. The yield is 0.880. (3) The catalyst is ClCCl.N1C=CC=CC=1. The yield is 0.870. The reactants are [CH2:1]([O:3][C:4]([C:6]1[S:10][C:9]([NH2:11])=[N:8][C:7]=1[CH3:12])=[O:5])[CH3:2].[CH3:13][S:14](Cl)(=[O:16])=[O:15]. The product is [CH2:1]([O:3][C:4]([C:6]1[S:10][C:9]([NH:11][S:14]([CH3:13])(=[O:16])=[O:15])=[N:8][C:7]=1[CH3:12])=[O:5])[CH3:2]. (4) The reactants are [C:1]1([C:17]2[CH:22]=[CH:21][CH:20]=[CH:19][CH:18]=2)[CH:6]=[CH:5][C:4]([O:7][CH2:8][C:9]2[O:13][C:12]([C:14]([OH:16])=O)=[CH:11][CH:10]=2)=[CH:3][CH:2]=1.[NH:23]1[CH2:33][CH2:32][CH2:31][CH2:30][CH:24]1[C:25]([O:27][CH2:28][CH3:29])=[O:26].Cl.C(N=C=NCCCN(C)C)C. The yield is 0.590. The catalyst is O1CCCC1. The product is [CH2:28]([O:27][C:25]([CH:24]1[CH2:30][CH2:31][CH2:32][CH2:33][N:23]1[C:14]([C:12]1[O:13][C:9]([CH2:8][O:7][C:4]2[CH:3]=[CH:2][C:1]([C:17]3[CH:22]=[CH:21][CH:20]=[CH:19][CH:18]=3)=[CH:6][CH:5]=2)=[CH:10][CH:11]=1)=[O:16])=[O:26])[CH3:29]. (5) The reactants are CCN(C(C)C)C(C)C.[Br:10][C:11]1[CH:19]=[CH:18][C:14]([C:15]([OH:17])=O)=[CH:13][CH:12]=1.CN(C(ON1N=NC2C=CC=CC1=2)=[N+](C)C)C.[B-](F)(F)(F)F.[CH3:42][NH:43][C@@H:44]([CH2:51][CH3:52])[CH2:45][N:46]1[CH2:49][CH:48]([OH:50])[CH2:47]1. The catalyst is C1COCC1. The product is [Br:10][C:11]1[CH:12]=[CH:13][C:14]([C:15]([N:43]([C@@H:44]([CH2:51][CH3:52])[CH2:45][N:46]2[CH2:47][CH:48]([OH:50])[CH2:49]2)[CH3:42])=[O:17])=[CH:18][CH:19]=1. The yield is 0.560.